From a dataset of Catalyst prediction with 721,799 reactions and 888 catalyst types from USPTO. Predict which catalyst facilitates the given reaction. The catalyst class is: 22. Reactant: [NH2:1][C:2]1[N:3]=[C:4]([NH2:14])[C:5]2[C:11]([CH3:12])=[CH:10][C:9](=O)[NH:8][C:6]=2[N:7]=1.CN(C=O)C.S(Cl)([Cl:22])=O. Product: [NH2:1][C:2]1[N:3]=[C:4]([NH2:14])[C:5]2[C:11]([CH3:12])=[CH:10][C:9]([Cl:22])=[N:8][C:6]=2[N:7]=1.